Dataset: Reaction yield outcomes from USPTO patents with 853,638 reactions. Task: Predict the reaction yield, written as a fraction of the theoretical maximum amount of product (1.0 means a 100% yield; for example, 0.34 means a 34% yield). The product is [N:1]1[CH:6]=[CH:5][C:4]([CH:7]([CH3:14])[CH2:8][C:9]([NH2:15])=[O:10])=[CH:3][CH:2]=1. The yield is 0.470. The reactants are [N:1]1[CH:6]=[CH:5][C:4]([CH:7]([CH3:14])[CH2:8][C:9](OCC)=[O:10])=[CH:3][CH:2]=1.[NH3:15]. No catalyst specified.